This data is from Catalyst prediction with 721,799 reactions and 888 catalyst types from USPTO. The task is: Predict which catalyst facilitates the given reaction. (1) Reactant: Cl.Cl.[N:3]1([CH:9]([CH3:12])[CH2:10][OH:11])[CH2:8][CH2:7][NH:6][CH2:5][CH2:4]1.C(N(C(C)C)C(C)C)C.[CH3:22][O:23][C:24]1[CH:25]=[C:26]([CH2:32][CH2:33][C:34]2[CH:35]=[C:36]([NH:39][C:40](=[O:48])[C:41]3[CH:46]=[CH:45][C:44](F)=[CH:43][CH:42]=3)[NH:37][N:38]=2)[CH:27]=[C:28]([O:30][CH3:31])[CH:29]=1. Product: [CH3:31][O:30][C:28]1[CH:27]=[C:26]([CH2:32][CH2:33][C:34]2[CH:35]=[C:36]([NH:39][C:40](=[O:48])[C:41]3[CH:42]=[CH:43][C:44]([N:6]4[CH2:7][CH2:8][N:3]([CH:9]([CH3:12])[CH2:10][OH:11])[CH2:4][CH2:5]4)=[CH:45][CH:46]=3)[NH:37][N:38]=2)[CH:25]=[C:24]([O:23][CH3:22])[CH:29]=1. The catalyst class is: 16. (2) Reactant: [C:1](OC(=O)C)(=[O:3])[CH3:2].Cl.[CH:9]1([CH2:13][NH:14][C:15]2[CH:16]=[N:17][O:18][C:19]=2[CH3:20])[CH2:12][CH2:11][CH2:10]1.C([O-])(=O)C.[Na+]. Product: [CH:9]1([CH2:13][N:14]([C:15]2[CH:16]=[N:17][O:18][C:19]=2[CH3:20])[C:1](=[O:3])[CH3:2])[CH2:10][CH2:11][CH2:12]1. The catalyst class is: 15.